This data is from Serine/threonine kinase 33 screen with 319,792 compounds. The task is: Binary Classification. Given a drug SMILES string, predict its activity (active/inactive) in a high-throughput screening assay against a specified biological target. (1) The compound is Clc1ccc(Oc2c(cccc2)/C=N\O)cc1. The result is 0 (inactive). (2) The drug is S=C(Nc1cc2[nH]ncc2cc1)Nc1ccccc1. The result is 1 (active). (3) The drug is O=C(NC1CCN(CC1)Cc1n(nnn1)C1CCCCC1)Nc1ccccc1. The result is 0 (inactive). (4) The molecule is Clc1cc(N2C(=O)c3c(C2=O)cccc3)ccc1C. The result is 0 (inactive). (5) The compound is S(c1ncnc2c3c(oc12)cccc3)CC(=O)N. The result is 0 (inactive). (6) The molecule is O=c1n(c2ccccc2)cc(cc1)C. The result is 0 (inactive). (7) The compound is Clc1c(OCCCC(O\N=C(/N)c2ccncc2)=O)ccc(Cl)c1. The result is 0 (inactive). (8) The molecule is O1c2cc3CCN(Cc3cc2OCCC1)CC(=O)Nc1ccc(cc1)C(=O)N(C)C. The result is 0 (inactive). (9) The drug is Clc1c(C(=O)NCc2cc(OC)c(OC)cc2)cc(SC)cc1. The result is 0 (inactive).